From a dataset of Drug-target binding data from BindingDB using IC50 measurements. Regression. Given a target protein amino acid sequence and a drug SMILES string, predict the binding affinity score between them. We predict pIC50 (pIC50 = -log10(IC50 in M); higher means more potent). Dataset: bindingdb_ic50. (1) The drug is CC(C)(C)n1nc(Oc2cccc(Cl)c2)c2c(N)ncnc21. The target protein sequence is MGQQESTLGGAAGEPRSRGHAAGTSGGPGDHLHATPGMFVQHSTAIFSDRYKGQRVLGKGSFGEVILCKDKITGQECAVKVISKRQVKQKTDKESLLREVQLLKQLDHPNIMKLYEFFEDKGYFYLVGEVYTGGELFDEIISRKRFSEVDAARIIRQVLSGITYMHKNKIVHRDLKPENLLLESKSKDANIRIIDFGLSTHFEASKKMKDKIGTAYYIAPEVLHGTYDEKCDVWSTGVILYILLSGCPPFNGANEYDILKKVEKGKYTFELPQWKKVSESAKDLIRKMLTYVPSMRISARDALDHEWIQTYTKEQISVDVPSLDNAILNIRQFQGTQKLAQAALLYMGSKLTSQDETKELTAIFHKMDKNGDGQLDRAELIEGYKELMRMKGQDASMLDASAVEHEVDQVLDAVDFDKNGYIEYSEFVTVAMDRKTLLSRERLERAFRMFDSDNSGKISSTELATIFGVSDVDSETWKSVLSEVDKNNDGEVDFDEFQQM.... The pIC50 is 8.0. (2) The small molecule is COc1ccc(S(=O)(=O)Nc2c(C)cc(C)cc2C)cc1. The target protein sequence is MASTLSPSITPQTEEPPVVPVRIQNAADISVIVIYFIVVLAVGLWSMVRSNRGTVGGFFLAGHDMAWWPMGASLFASNIGSNHFVGLAGTGAASGIAIAAVEWNALLMVLVLGWVFLPIYIKAGVLTMPEYLRKRFGGKRLQIYLSVLSLFIMVALQTSSIIFSGAIFIQLALGLNLYLAVFILLAITAFYTVAGGLASVIYTDSVQTFIMLLGSLILMGFAFAEVGGYESFTEKYMNAIPSVVEGDNLTISPKCYTPQPDSFHVFRDPVTGDIPWPGLIFGMTILAIWYWCADQVIVQRCLCGKNMSHVKAACILCGYLKLLPMFLMVMPGMISRILYTDKVACVVPSECEKQCGTAVGCTNYAYPTLVLELMPDGLRGLMLSVMLASLMSSLTSIFNSASTLFTIDLYTKIRKKASERELMIAGRIFGMVLIAVSILWVPLVQVSQNGQLFHYIGSVSSYLGPPLGAVFMLAIFFKRVNEQGAFWGLMVGLVVGLIRL.... The pIC50 is 4.4.